From a dataset of TCR-epitope binding with 47,182 pairs between 192 epitopes and 23,139 TCRs. Binary Classification. Given a T-cell receptor sequence (or CDR3 region) and an epitope sequence, predict whether binding occurs between them. The epitope is GILGFVFTL. The TCR CDR3 sequence is CASSPMGVETQYF. Result: 0 (the TCR does not bind to the epitope).